This data is from Full USPTO retrosynthesis dataset with 1.9M reactions from patents (1976-2016). The task is: Predict the reactants needed to synthesize the given product. (1) Given the product [CH3:8][C:50]1[CH:51]=[C:42]([C:29]2[C:30]([CH3:40])([CH3:41])[C@H:31]3[C@:26]([CH3:52])([CH2:27][CH:28]=2)[C@@H:25]2[C@:34]([CH3:39])([C@@:35]4([CH3:38])[C@H:22]([CH2:23][CH2:24]2)[C@H:21]2[C@H:53]([C:56]([CH3:58])=[CH2:57])[CH2:54][CH2:55][C@:20]2([NH:19][CH2:18][CH2:17][CH2:16][N:15]2[CH2:7][CH2:6][S:3](=[O:5])(=[O:4])[CH2:1][CH2:2]2)[CH2:37][CH2:36]4)[CH2:33][CH2:32]3)[CH:43]=[CH:44][C:45]=1[C:46]([OH:48])=[O:47], predict the reactants needed to synthesize it. The reactants are: [CH:1]([S:3]([CH:6]=[CH2:7])(=[O:5])=[O:4])=[CH2:2].[CH2:8](N(CC)CC)C.[NH2:15][CH2:16][CH2:17][CH2:18][NH:19][C@:20]12[CH2:55][CH2:54][C@@H:53]([C:56]([CH3:58])=[CH2:57])[C@@H:21]1[C@@H:22]1[C@@:35]([CH3:38])([CH2:36][CH2:37]2)[C@@:34]2([CH3:39])[C@@H:25]([C@:26]3([CH3:52])[C@@H:31]([CH2:32][CH2:33]2)[C:30]([CH3:41])([CH3:40])[C:29]([C:42]2[CH:51]=[CH:50][C:45]([C:46]([O:48]C)=[O:47])=[CH:44][CH:43]=2)=[CH:28][CH2:27]3)[CH2:24][CH2:23]1. (2) Given the product [CH2:36]([O:35][C:33]([N:29]1[CH2:30][CH2:31][CH:26]([NH:25][C:11]2[N:10]=[C:9]([NH2:8])[C:14]([C:15](=[O:16])[C:17]3[CH:22]=[CH:21][CH:20]=[CH:19][C:18]=3[O:23][CH3:24])=[CH:13][N:12]=2)[CH2:27][CH2:28]1)=[O:34])[CH:37]([CH3:39])[CH3:38], predict the reactants needed to synthesize it. The reactants are: FC(F)(F)C(O)=O.[NH2:8][C:9]1[C:14]([C:15]([C:17]2[CH:22]=[CH:21][CH:20]=[CH:19][C:18]=2[O:23][CH3:24])=[O:16])=[CH:13][N:12]=[C:11]([NH:25][CH:26]2[CH2:31][CH2:30][NH:29][CH2:28][CH2:27]2)[N:10]=1.Cl[C:33]([O:35][CH2:36][CH:37]([CH3:39])[CH3:38])=[O:34]. (3) The reactants are: [C:1]([O:5][C:6](=[O:35])[N:7]([C@H:9]([C:11](=[O:34])[NH:12][C@@H:13]([CH:28]1[CH2:33][CH2:32][CH2:31][CH2:30][CH2:29]1)[C:14]([N:16]1[CH2:20][CH2:19][CH2:18][C@H:17]1[C:21]1[CH:22]=[N:23][CH:24]=[C:25](Br)[CH:26]=1)=[O:15])[CH3:10])[CH3:8])([CH3:4])([CH3:3])[CH3:2].[C:36]([C:39]1[CH:40]=[C:41](B(O)O)[CH:42]=[CH:43][C:44]=1[F:45])([OH:38])=[O:37].C(=O)([O-])[O-].[Na+].[Na+]. Given the product [C:1]([O:5][C:6]([N:7]([CH3:8])[C@@H:9]([CH3:10])[C:11]([NH:12][C@@H:13]([CH:28]1[CH2:33][CH2:32][CH2:31][CH2:30][CH2:29]1)[C:14]([N:16]1[CH2:20][CH2:19][CH2:18][C@H:17]1[C:21]1[CH:26]=[C:25]([C:41]2[CH:42]=[CH:43][C:44]([F:45])=[C:39]([CH:40]=2)[C:36]([OH:38])=[O:37])[CH:24]=[N:23][CH:22]=1)=[O:15])=[O:34])=[O:35])([CH3:4])([CH3:3])[CH3:2], predict the reactants needed to synthesize it. (4) Given the product [C:50]([S:52][CH2:28][C:20]1[C@:21]2([CH2:23][CH2:24][C@H:25]3[C:16](=[CH:15][CH:14]=[C:13]4[C@:26]3([CH3:27])[C@@H:9]([O:8][Si:1]([C:4]([CH3:5])([CH3:6])[CH3:7])([CH3:2])[CH3:3])[CH2:10][C@H:11]([O:30][Si:31]([C:34]([CH3:37])([CH3:36])[CH3:35])([CH3:32])[CH3:33])[CH2:12]4)[C@@H:17]2[CH2:18][CH:19]=1)[CH3:22])(=[O:53])[CH3:51], predict the reactants needed to synthesize it. The reactants are: [Si:1]([O:8][C@@H:9]1[C@@:26]2([CH3:27])[C:13](=[CH:14][CH:15]=[C:16]3[C@@H:25]2[CH2:24][CH2:23][C@@:21]2([CH3:22])[C@H:17]3[CH2:18][CH:19]=[C:20]2[CH2:28]O)[CH2:12][C@@H:11]([O:30][Si:31]([C:34]([CH3:37])([CH3:36])[CH3:35])([CH3:33])[CH3:32])[CH2:10]1)([C:4]([CH3:7])([CH3:6])[CH3:5])([CH3:3])[CH3:2].C(N(CC)CC)C.CS(Cl)(=O)=O.[C:50]([O-:53])(=[S:52])[CH3:51].[K+].